The task is: Predict the reactants needed to synthesize the given product.. This data is from Full USPTO retrosynthesis dataset with 1.9M reactions from patents (1976-2016). Given the product [CH3:20][O:21][CH2:22][CH2:23][N:24]([CH2:25][CH2:26][O:27][CH3:28])[C:2]1[CH:19]=[CH:18][C:5]2[CH2:6][N:7]([C:11]([O:13][C:14]([CH3:17])([CH3:16])[CH3:15])=[O:12])[CH2:8][CH2:9][O:10][C:4]=2[CH:3]=1, predict the reactants needed to synthesize it. The reactants are: Br[C:2]1[CH:19]=[CH:18][C:5]2[CH2:6][N:7]([C:11]([O:13][C:14]([CH3:17])([CH3:16])[CH3:15])=[O:12])[CH2:8][CH2:9][O:10][C:4]=2[CH:3]=1.[CH3:20][O:21][CH2:22][CH2:23][NH:24][CH2:25][CH2:26][O:27][CH3:28].CC(C)([O-])C.[Na+].O1CCOCC1.